From a dataset of Reaction yield outcomes from USPTO patents with 853,638 reactions. Predict the reaction yield, written as a fraction of the theoretical maximum amount of product (1.0 means a 100% yield; for example, 0.34 means a 34% yield). (1) The reactants are C([O:3][C:4]([C:6]1[C:15](=[O:16])[N:14]2[C:9]([C:10]([CH3:35])=[C:11]([N:18]3[CH2:22][CH2:21][C:20]4([CH2:27][CH2:26][N:25](C(OC(C)(C)C)=O)[CH2:24][CH2:23]4)[CH2:19]3)[C:12]([F:17])=[CH:13]2)=[C:8]([CH:36]2[CH2:38][CH2:37]2)[CH:7]=1)=[O:5])C.O[Li].O. The catalyst is C(O)C.O. The product is [CH:36]1([C:8]2[CH:7]=[C:6]([C:4]([OH:5])=[O:3])[C:15](=[O:16])[N:14]3[C:9]=2[C:10]([CH3:35])=[C:11]([N:18]2[CH2:22][CH2:21][C:20]4([CH2:27][CH2:26][NH:25][CH2:24][CH2:23]4)[CH2:19]2)[C:12]([F:17])=[CH:13]3)[CH2:37][CH2:38]1. The yield is 0.780. (2) The reactants are [NH2:1][C:2]1[CH:7]=[CH:6][C:5]([C:8]2([C:11]([O:13][CH3:14])=[O:12])[CH2:10][CH2:9]2)=[CH:4][C:3]=1Br.[C:16]([Si:18]([CH3:21])([CH3:20])[CH3:19])#[CH:17]. The catalyst is CCN(CC)CC.CN(C1C=CN=CC=1)C.Cl[Pd](Cl)([P](C1C=CC=CC=1)(C1C=CC=CC=1)C1C=CC=CC=1)[P](C1C=CC=CC=1)(C1C=CC=CC=1)C1C=CC=CC=1. The product is [NH2:1][C:2]1[CH:7]=[CH:6][C:5]([C:8]2([C:11]([O:13][CH3:14])=[O:12])[CH2:10][CH2:9]2)=[CH:4][C:3]=1[C:17]#[C:16][Si:18]([CH3:21])([CH3:20])[CH3:19]. The yield is 0.560. (3) The reactants are [Cl:1][C:2]1[C:6]([N:7]([CH2:19][CH3:20])[C:8](=[O:18])[CH2:9][CH2:10][S:11][CH2:12][CH2:13][C:14]([F:17])([F:16])[F:15])=[CH:5][N:4]([C:21]2[CH:22]=[N:23][CH:24]=[CH:25][CH:26]=2)[N:3]=1.[OH:27]O. The catalyst is FC(F)(F)C(O)C(F)(F)F. The product is [Cl:1][C:2]1[C:6]([N:7]([CH2:19][CH3:20])[C:8](=[O:18])[CH2:9][CH2:10][S:11]([CH2:12][CH2:13][C:14]([F:16])([F:15])[F:17])=[O:27])=[CH:5][N:4]([C:21]2[CH:22]=[N:23][CH:24]=[CH:25][CH:26]=2)[N:3]=1. The yield is 0.950.